This data is from Forward reaction prediction with 1.9M reactions from USPTO patents (1976-2016). The task is: Predict the product of the given reaction. (1) Given the reactants [CH3:1][CH:2]1[CH:7]([C:8]2[N:9]=[C:10]([NH:13][C:14]3[C:19]([O:20][C:21]4[CH:26]=[CH:25][CH:24]=[CH:23][CH:22]=4)=[CH:18][C:17]([S:27][C:28]4[CH:33]=[CH:32][CH:31]=[CH:30][N:29]=4)=[CH:16][N:15]=3)[S:11][CH:12]=2)[CH2:6][CH2:5][N:4](C(OC(C)(C)C)=O)[CH2:3]1.C(Cl)Cl.CO.Cl, predict the reaction product. The product is: [CH3:1][CH:2]1[CH:7]([C:8]2[N:9]=[C:10]([NH:13][C:14]3[C:19]([O:20][C:21]4[CH:26]=[CH:25][CH:24]=[CH:23][CH:22]=4)=[CH:18][C:17]([S:27][C:28]4[CH:33]=[CH:32][CH:31]=[CH:30][N:29]=4)=[CH:16][N:15]=3)[S:11][CH:12]=2)[CH2:6][CH2:5][NH:4][CH2:3]1. (2) Given the reactants [CH2:1]([CH:3]1[N:12]2[C:7](=[CH:8][C:9](=[O:18])[C:10]([C:13]([O:15][CH2:16][CH3:17])=[O:14])=[CH:11]2)[C:6]2[CH:19]=[C:20]([O:24][CH3:25])[C:21]([OH:23])=[CH:22][C:5]=2[CH2:4]1)[CH3:2].I[CH2:27][CH:28]1[CH2:33][CH2:32][O:31][CH2:30][CH2:29]1.C([O-])([O-])=O.[K+].[K+], predict the reaction product. The product is: [CH2:1]([CH:3]1[N:12]2[C:7](=[CH:8][C:9](=[O:18])[C:10]([C:13]([O:15][CH2:16][CH3:17])=[O:14])=[CH:11]2)[C:6]2[CH:19]=[C:20]([O:24][CH3:25])[C:21]([O:23][CH2:27][CH:28]3[CH2:33][CH2:32][O:31][CH2:30][CH2:29]3)=[CH:22][C:5]=2[CH2:4]1)[CH3:2]. (3) Given the reactants [NH2:1][C:2]1[N:6]([C:7]2[C:12]([Cl:13])=[CH:11][C:10]([C:14]([F:17])([F:16])[F:15])=[CH:9][C:8]=2[Cl:18])[N:5]=[C:4]([C:19]#[N:20])[C:3]=1[CH:21]1[S:25][CH2:24][CH2:23][S:22]1.[CH:26](OCC)([O:30][CH2:31][CH3:32])OCC.[C:36]1(C)C=CC(S(O)(=O)=O)=CC=1, predict the reaction product. The product is: [NH2:1][C:2]1[N:6]([C:7]2[C:12]([Cl:13])=[CH:11][C:10]([C:14]([F:17])([F:15])[F:16])=[CH:9][C:8]=2[Cl:18])[N:5]=[C:4]([C:19]#[N:20])[C:3]=1[CH:21]1[S:22][CH2:23][CH2:24][S:25]1.[CH2:26]([O:30][CH:31]=[CH2:32])[CH3:36]. (4) Given the reactants [CH:1]1([N:5]2[C:9]3[CH:10]=[CH:11][C:12]([CH:14]([C:17](=O)[C:18]4[CH:19]=[C:20]([CH3:24])[CH:21]=[CH:22][CH:23]=4)[C:15]#[N:16])=[CH:13][C:8]=3[N:7]([CH3:26])[C:6]2=[O:27])[CH2:4][CH2:3][CH2:2]1.[OH:28][CH2:29][CH2:30][NH:31][NH2:32].C(=O)(O)[O-].[Na+], predict the reaction product. The product is: [NH2:16][C:15]1[N:31]([CH2:30][CH2:29][OH:28])[N:32]=[C:17]([C:18]2[CH:19]=[C:20]([CH3:24])[CH:21]=[CH:22][CH:23]=2)[C:14]=1[C:12]1[CH:11]=[CH:10][C:9]2[N:5]([CH:1]3[CH2:4][CH2:3][CH2:2]3)[C:6](=[O:27])[N:7]([CH3:26])[C:8]=2[CH:13]=1. (5) Given the reactants C(O[K])(C)(C)C.CC(O)(C)C.[C:12]([O:20]C)(=[O:19])[CH2:13][CH2:14][C:15]([O:17][CH3:18])=[O:16].[CH2:22]([C:29]1([CH:32]=O)[CH2:31][CH2:30]1)[C:23]1[CH:28]=[CH:27][CH:26]=[CH:25][CH:24]=1, predict the reaction product. The product is: [CH3:18][O:17][C:15](=[O:16])/[C:14](=[CH:32]\[C:29]1([CH2:22][C:23]2[CH:24]=[CH:25][CH:26]=[CH:27][CH:28]=2)[CH2:30][CH2:31]1)/[CH2:13][C:12]([OH:20])=[O:19]. (6) Given the reactants [Cl:1][C:2]1[C:11]([N+:12]([O-:14])=[O:13])=[C:10](Cl)[C:9]2[C:4](=[CH:5][CH:6]=[CH:7][CH:8]=2)[N:3]=1.CN(C)C=O.C(N(CC)CC)C.[NH2:28][CH2:29][CH2:30][CH2:31][OH:32], predict the reaction product. The product is: [Cl:1][C:2]1[C:11]([N+:12]([O-:14])=[O:13])=[C:10]([NH:28][CH2:29][CH2:30][CH2:31][OH:32])[C:9]2[C:4](=[CH:5][CH:6]=[CH:7][CH:8]=2)[N:3]=1. (7) Given the reactants [H-].[Na+].C1(N([S:17]([C:20]([F:23])([F:22])[F:21])(=[O:19])=[O:18])[S:17]([C:20]([F:23])([F:22])[F:21])(=[O:19])=[O:18])C=CC=CC=1.[NH4+].[Cl-].C[O:27][CH2:28][CH2:29]OC, predict the reaction product. The product is: [O:27]([CH:28]=[CH2:29])[S:17]([C:20]([F:21])([F:22])[F:23])(=[O:18])=[O:19].